This data is from Forward reaction prediction with 1.9M reactions from USPTO patents (1976-2016). The task is: Predict the product of the given reaction. (1) Given the reactants C(OC(=O)[NH:7][C:8]1([C:12]2[CH:17]=[CH:16][C:15]([C:18]3[C:27]([C:28]4[CH:33]=[CH:32][CH:31]=[CH:30][CH:29]=4)=[CH:26][C:25]4[C:24]5=[N:34][N:35]=[C:36]([CH3:37])[N:23]5[CH:22]=[CH:21][C:20]=4[N:19]=3)=[CH:14][CH:13]=2)[CH2:11][CH2:10][CH2:9]1)(C)(C)C.[ClH:39].CCOC(C)=O, predict the reaction product. The product is: [ClH:39].[CH3:37][C:36]1[N:23]2[C:24]([C:25]3[CH:26]=[C:27]([C:28]4[CH:33]=[CH:32][CH:31]=[CH:30][CH:29]=4)[C:18]([C:15]4[CH:14]=[CH:13][C:12]([C:8]5([NH2:7])[CH2:9][CH2:10][CH2:11]5)=[CH:17][CH:16]=4)=[N:19][C:20]=3[CH:21]=[CH:22]2)=[N:34][N:35]=1. (2) Given the reactants [C:9](O[C:9]([O:11][C:12]([CH3:15])([CH3:14])[CH3:13])=[O:10])([O:11][C:12]([CH3:15])([CH3:14])[CH3:13])=[O:10].[Br:16][C:17]1[CH:18]=[CH:19][C:20]2[NH:21][C:22]3[C:27]([C:28]=2[CH:29]=1)=[CH:26][CH:25]=[CH:24][CH:23]=3.O, predict the reaction product. The product is: [Br:16][C:17]1[CH:18]=[CH:19][C:20]2[N:21]([C:9]([O:11][C:12]([CH3:13])([CH3:14])[CH3:15])=[O:10])[C:22]3[C:27]([C:28]=2[CH:29]=1)=[CH:26][CH:25]=[CH:24][CH:23]=3. (3) Given the reactants [CH2:1]([N:8]([CH3:28])[C:9]([CH:11]1[CH2:16][CH2:15][N:14]([C:17]([C:19]2[NH:20][C:21]3[C:26]([CH:27]=2)=[CH:25][CH:24]=[CH:23][CH:22]=3)=[O:18])[CH2:13][CH2:12]1)=[O:10])[C:2]1[CH:7]=[CH:6][CH:5]=[CH:4][CH:3]=1.[H-].[Na+].Cl[CH2:32][C:33]1[CH:38]=[CH:37][C:36]([N+:39]([O-:41])=[O:40])=[CH:35][CH:34]=1.[I-].[K+], predict the reaction product. The product is: [CH2:1]([N:8]([CH3:28])[C:9]([CH:11]1[CH2:16][CH2:15][N:14]([C:17]([C:19]2[N:20]([CH2:32][C:33]3[CH:38]=[CH:37][C:36]([N+:39]([O-:41])=[O:40])=[CH:35][CH:34]=3)[C:21]3[C:26]([CH:27]=2)=[CH:25][CH:24]=[CH:23][CH:22]=3)=[O:18])[CH2:13][CH2:12]1)=[O:10])[C:2]1[CH:7]=[CH:6][CH:5]=[CH:4][CH:3]=1. (4) The product is: [Br:1][C:2]1[CH:3]=[C:4]2[C:9](=[N:10][CH:11]=1)[NH:8][CH2:7][CH2:6][CH:5]2[O:12][C:18]1[CH:17]=[CH:16][CH:15]=[C:14]([Cl:13])[CH:19]=1. Given the reactants [Br:1][C:2]1[CH:3]=[C:4]2[C:9](=[N:10][CH:11]=1)[NH:8][CH2:7][CH2:6][CH:5]2[OH:12].[Cl:13][C:14]1[CH:15]=[C:16](O)[CH:17]=[CH:18][CH:19]=1, predict the reaction product. (5) Given the reactants [H-].[Na+].[CH3:3][C:4]1([CH3:32])[O:8][C@H:7]2[C@H:9]([N:14]3[CH:22]=[N:21][C:20]4[C:15]3=[N:16][CH:17]=[N:18][C:19]=4[NH:23][CH2:24][CH2:25][C:26]3[CH:31]=[CH:30][CH:29]=[CH:28][CH:27]=3)[O:10][C@H:11]([CH2:12]O)[C@H:6]2[O:5]1.[O:33]=[C:34]1[CH:38]([NH:39][C:40](=[O:46])[O:41][C:42]([CH3:45])([CH3:44])[CH3:43])[CH2:37][CH2:36][S:35]1.[CH3:47][O-:48].[Na+], predict the reaction product. The product is: [C:42]([O:41][C:40]([NH:39][CH:38]([CH2:37][CH2:36][S:35][CH2:12][C@@H:11]1[C@@H:6]2[C@@H:7]([O:8][C:4]([CH3:32])([CH3:3])[O:5]2)[C@H:9]([N:14]2[CH:22]=[N:21][C:20]3[C:15]2=[N:16][CH:17]=[N:18][C:19]=3[NH:23][CH2:24][CH2:25][C:26]2[CH:31]=[CH:30][CH:29]=[CH:28][CH:27]=2)[O:10]1)[C:34]([O:48][CH3:47])=[O:33])=[O:46])([CH3:45])([CH3:44])[CH3:43]. (6) Given the reactants [CH2:1]([O:3][C:4](=[O:24])[C:5]([N:21]=[N+]=[N-])=[CH:6][C:7]1[CH:12]=[CH:11][C:10]([O:13][CH2:14][C:15]2[CH:20]=[CH:19][CH:18]=[CH:17][CH:16]=2)=[CH:9][CH:8]=1)[CH3:2], predict the reaction product. The product is: [CH2:1]([O:3][C:4]([C:5]1[NH:21][C:12]2[C:7]([CH:6]=1)=[CH:8][CH:9]=[C:10]([O:13][CH2:14][C:15]1[CH:20]=[CH:19][CH:18]=[CH:17][CH:16]=1)[CH:11]=2)=[O:24])[CH3:2]. (7) Given the reactants [Cl:1][C:2]1[CH:17]=[CH:16][C:5]([O:6][C:7]2[CH:15]=[CH:14][C:10]([CH:11]=[N:12]O)=[CH:9][CH:8]=2)=[CH:4][CH:3]=1, predict the reaction product. The product is: [Cl:1][C:2]1[CH:17]=[CH:16][C:5]([O:6][C:7]2[CH:15]=[CH:14][C:10]([CH2:11][NH2:12])=[CH:9][CH:8]=2)=[CH:4][CH:3]=1. (8) Given the reactants [F:1][C:2]1[CH:3]=[C:4]([OH:8])[CH:5]=[CH:6][CH:7]=1.[F:9][C:10]1[CH:11]=[C:12]([CH:15]=[C:16]([F:19])[C:17]=1F)[CH:13]=[O:14], predict the reaction product. The product is: [F:9][C:10]1[CH:11]=[C:12]([CH:15]=[C:16]([F:19])[C:17]=1[O:8][C:4]1[CH:5]=[CH:6][CH:7]=[C:2]([F:1])[CH:3]=1)[CH:13]=[O:14]. (9) Given the reactants [Cl:1][C:2]1[CH:7]=[CH:6][C:5]([C:8]2[CH:13]=[C:12]([C:14]([F:17])([F:16])[F:15])[N:11]3[N:18]=[CH:19][C:20](I)=[C:10]3[N:9]=2)=[CH:4][CH:3]=1.[CH3:22][Si:23]([C:26]#[CH:27])([CH3:25])[CH3:24].CCN(CC)CC, predict the reaction product. The product is: [Cl:1][C:2]1[CH:7]=[CH:6][C:5]([C:8]2[CH:13]=[C:12]([C:14]([F:17])([F:16])[F:15])[N:11]3[N:18]=[CH:19][C:20]([C:27]#[C:26][Si:23]([CH3:25])([CH3:24])[CH3:22])=[C:10]3[N:9]=2)=[CH:4][CH:3]=1. (10) The product is: [CH3:46][N:47]1[CH2:48][CH2:49][N:50]([C:53]2[CH:54]=[CH:55][C:56]([C:59]3[CH:60]=[C:61]4[C:67]([C:68]5[CH:69]=[N:70][N:71]([CH2:73][CH2:74][C:75]6[CH:80]=[CH:79][CH:78]=[CH:77][CH:76]=6)[CH:72]=5)=[CH:66][NH:65][C:62]4=[N:63][CH:64]=3)=[CH:57][CH:58]=2)[CH2:51][CH2:52]1. Given the reactants Cl.FC1C=C(C=CC=1)CN1C=C(C2C3C(=NC=C(C4C=CC(C5CCNCC5)=CC=4)C=3)N(S(C3C=CC(C)=CC=3)(=O)=O)C=2)C=N1.[CH3:46][N:47]1[CH2:52][CH2:51][N:50]([C:53]2[CH:58]=[CH:57][C:56]([C:59]3[CH:60]=[C:61]4[C:67]([C:68]5[CH:69]=[N:70][N:71]([CH2:73][CH2:74][C:75]6[CH:80]=[CH:79][CH:78]=[CH:77][CH:76]=6)[CH:72]=5)=[CH:66][N:65](S(C5C=CC(C)=CC=5)(=O)=O)[C:62]4=[N:63][CH:64]=3)=[CH:55][CH:54]=2)[CH2:49][CH2:48]1.[OH-].[Li+], predict the reaction product.